This data is from Forward reaction prediction with 1.9M reactions from USPTO patents (1976-2016). The task is: Predict the product of the given reaction. (1) Given the reactants [Cl-].[CH:2]1([CH2:9][NH2+:10][CH2:11][CH2:12]Cl)[CH2:8][CH2:7][CH2:6][CH2:5][CH2:4][CH2:3]1.[Cl:14][C:15]1[C:20]([Cl:21])=[CH:19][CH:18]=[CH:17][C:16]=1[N:22]=[C:23]=[S:24], predict the reaction product. The product is: [Cl:14][C:15]1[C:20]([Cl:21])=[CH:19][CH:18]=[CH:17][C:16]=1[N:22]=[C:23]1[N:10]([CH2:9][CH:2]2[CH2:3][CH2:4][CH2:5][CH2:6][CH2:7][CH2:8]2)[CH2:11][CH2:12][S:24]1. (2) Given the reactants [OH:1][C:2]1[C:3]([CH3:18])=[C:4]2[C:9](=[C:10]([CH3:13])[C:11]=1[CH3:12])[O:8][C:7]([CH3:17])([C:14]([OH:16])=O)[CH2:6][CH2:5]2.C1N=CN(C(N2C=NC=C2)=O)C=1.[C:31]([NH2:35])([CH3:34])([CH3:33])[CH3:32], predict the reaction product. The product is: [C:31]([NH:35][C:14]([C:7]1([CH3:17])[CH2:6][CH2:5][C:4]2[C:9](=[C:10]([CH3:13])[C:11]([CH3:12])=[C:2]([OH:1])[C:3]=2[CH3:18])[O:8]1)=[O:16])([CH3:34])([CH3:33])[CH3:32].